Dataset: Reaction yield outcomes from USPTO patents with 853,638 reactions. Task: Predict the reaction yield, written as a fraction of the theoretical maximum amount of product (1.0 means a 100% yield; for example, 0.34 means a 34% yield). (1) The reactants are [Br:1][C:2]1[CH:3]=[CH:4][C:5]2[S:9](=[O:11])(=[O:10])[NH:8][CH:7]([CH3:12])[C:6]=2[CH:13]=1.Br[CH2:15][CH2:16][C:17]([O:19][CH2:20][CH3:21])=[O:18].C([O-])([O-])=O.[K+].[K+]. The catalyst is CN(C=O)C. The product is [Br:1][C:2]1[CH:3]=[CH:4][C:5]2[S:9](=[O:10])(=[O:11])[N:8]([CH2:15][CH2:16][C:17]([O:19][CH2:20][CH3:21])=[O:18])[CH:7]([CH3:12])[C:6]=2[CH:13]=1. The yield is 0.770. (2) The reactants are [H-].[H-].[H-].[H-].[Li+].[Al+3].[OH:7][C:8]1[CH:19]=[CH:18][CH:17]=[CH:16][C:9]=1[C:10]([NH:12][CH2:13][CH2:14][CH3:15])=O.[CH3:20][C:21]([O:24][C:25](O[C:25]([O:24][C:21]([CH3:23])([CH3:22])[CH3:20])=[O:26])=[O:26])([CH3:23])[CH3:22].C([O-])(O)=O.[Na+]. The catalyst is C1COCC1. The product is [OH:7][C:8]1[CH:19]=[CH:18][CH:17]=[CH:16][C:9]=1[CH2:10][N:12]([CH2:13][CH2:14][CH3:15])[C:25](=[O:26])[O:24][C:21]([CH3:23])([CH3:22])[CH3:20]. The yield is 0.910. (3) The reactants are Cl.[CH3:2][CH:3]([O:5][C:6]1[CH:11]=[CH:10][C:9]([NH:12][NH2:13])=[CH:8][CH:7]=1)[CH3:4].C[O:15][CH:16](OC)[C:17](=O)[CH:18]=[CH:19]N(C)C. The catalyst is C(O)C. The product is [CH3:4][CH:3]([O:5][C:6]1[CH:11]=[CH:10][C:9]([N:12]2[C:17]([CH:16]=[O:15])=[CH:18][CH:19]=[N:13]2)=[CH:8][CH:7]=1)[CH3:2]. The yield is 0.180. (4) The yield is 0.570. The catalyst is CN(C1C=CN=CC=1)C.ClCCCl. The product is [CH2:1]1[C:10]2[C:5](=[CH:6][CH:7]=[N:8][CH:9]=2)[CH2:4][CH2:3][N:2]1[C:11]1[CH:12]=[C:13]([CH:17]=[CH:18][CH:19]=1)[C:14]([NH:39][C:38]1[CH:40]=[CH:41][CH:42]=[C:36]([CH:33]([CH3:35])[CH3:34])[CH:37]=1)=[O:16]. The reactants are [CH2:1]1[C:10]2[C:5](=[CH:6][CH:7]=[N:8][CH:9]=2)[CH2:4][CH2:3][N:2]1[C:11]1[CH:12]=[C:13]([CH:17]=[CH:18][CH:19]=1)[C:14]([OH:16])=O.C(N(CC)CC)C.CCCP(=O)=O.[CH:33]([C:36]1[CH:37]=[C:38]([CH:40]=[CH:41][CH:42]=1)[NH2:39])([CH3:35])[CH3:34]. (5) The reactants are [Br:1][C:2]1[C:10]2[C:9](Cl)=[N:8][CH:7]=[N:6][C:5]=2[S:4][CH:3]=1.[CH:12]12[NH:19][CH:16]([CH2:17][CH2:18]1)[CH2:15][CH:14]([OH:20])[CH2:13]2.C(=O)([O-])[O-].[K+].[K+]. The catalyst is C(#N)C.C(OCC)(=O)C.ClCCl. The product is [Br:1][C:2]1[C:10]2[C:9]([N:19]3[CH:12]4[CH2:18][CH2:17][CH:16]3[CH2:15][CH:14]([OH:20])[CH2:13]4)=[N:8][CH:7]=[N:6][C:5]=2[S:4][CH:3]=1. The yield is 1.00. (6) The reactants are C([O:4][C@H:5]1[CH2:22][CH2:21][C@@:20]2([CH3:23])[C@@H:7]([CH2:8][CH2:9][C@:10]3([CH3:48])[C@@H:19]2[CH2:18][CH2:17][C@H:16]2[C@@:11]3([CH3:47])[CH2:12][CH2:13][C@@:14]3([CH:31]4[O:35][C:34](=[O:36])[N:33]([C:37]5([C:40]6[N:45]=[CH:44][C:43]([Cl:46])=[CH:42][N:41]=6)[CH2:39][CH2:38]5)[CH2:32]4)[CH2:26][C:25](=[O:27])[C:24]([CH:28]([CH3:30])[CH3:29])=[C:15]32)[C:6]1([CH3:50])[CH3:49])(=O)C.Cl. The catalyst is O1CCOCC1.CO. The product is [Cl:46][C:43]1[CH:42]=[N:41][C:40]([C:37]2([N:33]3[CH2:32][CH:31]([C@:14]45[CH2:26][C:25](=[O:27])[C:24]([CH:28]([CH3:29])[CH3:30])=[C:15]4[C@@H:16]4[C@@:11]([CH3:47])([CH2:12][CH2:13]5)[C@@:10]5([CH3:48])[C@@H:19]([C@:20]6([CH3:23])[C@@H:7]([CH2:8][CH2:9]5)[C:6]([CH3:49])([CH3:50])[C@@H:5]([OH:4])[CH2:22][CH2:21]6)[CH2:18][CH2:17]4)[O:35][C:34]3=[O:36])[CH2:39][CH2:38]2)=[N:45][CH:44]=1. The yield is 0.170.